This data is from Catalyst prediction with 721,799 reactions and 888 catalyst types from USPTO. The task is: Predict which catalyst facilitates the given reaction. (1) Reactant: [O:1]1[CH2:3][CH:2]1[C:4]1[CH:11]=[CH:10][C:9]([O:12][C:13]2[CH:18]=[CH:17][C:16]([C:19]([O:28][CH2:29][O:30][CH3:31])([C:24]([F:27])([F:26])[F:25])[C:20]([F:23])([F:22])[F:21])=[CH:15][C:14]=2[CH2:32][CH2:33][CH3:34])=[CH:8][C:5]=1[C:6]#[N:7].B(F)(F)F.CCOCC.C([BH3-])#N.[Na+].O. Product: [OH:1][CH2:3][CH2:2][C:4]1[CH:11]=[CH:10][C:9]([O:12][C:13]2[CH:18]=[CH:17][C:16]([C:19]([O:28][CH2:29][O:30][CH3:31])([C:24]([F:25])([F:26])[F:27])[C:20]([F:23])([F:22])[F:21])=[CH:15][C:14]=2[CH2:32][CH2:33][CH3:34])=[CH:8][C:5]=1[C:6]#[N:7]. The catalyst class is: 7. (2) Reactant: [Cl:1][C:2]1[CH:3]=[C:4]([CH:8]([C:20]2[CH:24]=[C:23]([CH:25]3[O:29][CH2:28][CH2:27][O:26]3)[S:22][CH:21]=2)[N:9]2C(=O)C3C(=CC=CC=3)C2=O)[CH:5]=[CH:6][CH:7]=1.CO.O.NN. Product: [Cl:1][C:2]1[CH:3]=[C:4]([CH:8]([C:20]2[CH:24]=[C:23]([CH:25]3[O:29][CH2:28][CH2:27][O:26]3)[S:22][CH:21]=2)[NH2:9])[CH:5]=[CH:6][CH:7]=1. The catalyst class is: 6. (3) Reactant: [C:1]1([C:25]2[CH:30]=[CH:29][CH:28]=[CH:27][CH:26]=2)[CH:6]=[CH:5][C:4]([CH2:7][C@@H:8]([NH:17][C:18]([C:20]2[NH:21][N:22]=[N:23][CH:24]=2)=[O:19])[CH2:9][C@:10]([CH2:15][OH:16])([CH3:14])[C:11]([OH:13])=[O:12])=[CH:3][CH:2]=1.C1C=CC2N(O)N=NC=2C=1.CCN=C=NCCCN(C)C.[CH2:52]1[C:60]2[C:55](=[CH:56][C:57](O)=[CH:58][CH:59]=2)[CH2:54][CH2:53]1.CN1CCOCC1. Product: [CH2:52]1[C:60]2[C:55](=[CH:56][C:57]([O:12][C:11](=[O:13])[C@@:10]([CH2:15][OH:16])([CH3:14])[CH2:9][C@H:8]([NH:17][C:18]([C:20]3[NH:21][N:22]=[N:23][CH:24]=3)=[O:19])[CH2:7][C:4]3[CH:5]=[CH:6][C:1]([C:25]4[CH:30]=[CH:29][CH:28]=[CH:27][CH:26]=4)=[CH:2][CH:3]=3)=[CH:58][CH:59]=2)[CH2:54][CH2:53]1. The catalyst class is: 2.